From a dataset of Catalyst prediction with 721,799 reactions and 888 catalyst types from USPTO. Predict which catalyst facilitates the given reaction. Reactant: [N:1]1([CH:7]([C:10]2[CH:11]=[N:12][C:13]([C:16]([F:19])([F:18])[F:17])=[N:14][CH:15]=2)[C:8]#[N:9])[CH2:6][CH2:5][O:4][CH2:3][CH2:2]1.N. Product: [N:1]1([CH:7]([C:10]2[CH:15]=[N:14][C:13]([C:16]([F:18])([F:17])[F:19])=[N:12][CH:11]=2)[CH2:8][NH2:9])[CH2:6][CH2:5][O:4][CH2:3][CH2:2]1. The catalyst class is: 94.